This data is from NCI-60 drug combinations with 297,098 pairs across 59 cell lines. The task is: Regression. Given two drug SMILES strings and cell line genomic features, predict the synergy score measuring deviation from expected non-interaction effect. (1) Drug 1: CCC(=C(C1=CC=CC=C1)C2=CC=C(C=C2)OCCN(C)C)C3=CC=CC=C3.C(C(=O)O)C(CC(=O)O)(C(=O)O)O. Drug 2: CNC(=O)C1=NC=CC(=C1)OC2=CC=C(C=C2)NC(=O)NC3=CC(=C(C=C3)Cl)C(F)(F)F. Cell line: RPMI-8226. Synergy scores: CSS=2.85, Synergy_ZIP=0.677, Synergy_Bliss=1.51, Synergy_Loewe=4.52, Synergy_HSA=-2.41. (2) Synergy scores: CSS=74.9, Synergy_ZIP=-2.42, Synergy_Bliss=-4.86, Synergy_Loewe=-9.13, Synergy_HSA=-1.81. Drug 1: C1=NC2=C(N1)C(=S)N=CN2. Cell line: OVCAR3. Drug 2: B(C(CC(C)C)NC(=O)C(CC1=CC=CC=C1)NC(=O)C2=NC=CN=C2)(O)O. (3) Drug 1: CC1C(C(CC(O1)OC2CC(OC(C2O)C)OC3=CC4=CC5=C(C(=O)C(C(C5)C(C(=O)C(C(C)O)O)OC)OC6CC(C(C(O6)C)O)OC7CC(C(C(O7)C)O)OC8CC(C(C(O8)C)O)(C)O)C(=C4C(=C3C)O)O)O)O. Drug 2: CC1=C(C(=O)C2=C(C1=O)N3CC4C(C3(C2COC(=O)N)OC)N4)N. Cell line: CAKI-1. Synergy scores: CSS=40.1, Synergy_ZIP=0.771, Synergy_Bliss=3.01, Synergy_Loewe=-3.87, Synergy_HSA=1.54. (4) Drug 1: CC1C(C(CC(O1)OC2CC(OC(C2O)C)OC3=CC4=CC5=C(C(=O)C(C(C5)C(C(=O)C(C(C)O)O)OC)OC6CC(C(C(O6)C)O)OC7CC(C(C(O7)C)O)OC8CC(C(C(O8)C)O)(C)O)C(=C4C(=C3C)O)O)O)O. Drug 2: CCCCCOC(=O)NC1=NC(=O)N(C=C1F)C2C(C(C(O2)C)O)O. Cell line: SF-539. Synergy scores: CSS=48.1, Synergy_ZIP=1.19, Synergy_Bliss=6.40, Synergy_Loewe=-4.13, Synergy_HSA=2.16. (5) Drug 1: C1=NNC2=C1C(=O)NC=N2. Drug 2: C1CCC(C(C1)N)N.C(=O)(C(=O)[O-])[O-].[Pt+4]. Cell line: COLO 205. Synergy scores: CSS=30.9, Synergy_ZIP=-0.450, Synergy_Bliss=-0.976, Synergy_Loewe=-3.71, Synergy_HSA=0.304. (6) Drug 1: CC12CCC3C(C1CCC2O)C(CC4=C3C=CC(=C4)O)CCCCCCCCCS(=O)CCCC(C(F)(F)F)(F)F. Drug 2: C1=NC2=C(N1)C(=S)N=CN2. Cell line: CAKI-1. Synergy scores: CSS=25.5, Synergy_ZIP=-4.29, Synergy_Bliss=-2.49, Synergy_Loewe=-17.4, Synergy_HSA=-0.951.